From a dataset of Full USPTO retrosynthesis dataset with 1.9M reactions from patents (1976-2016). Predict the reactants needed to synthesize the given product. (1) Given the product [CH2:12]([O:19][C:20]1[CH:25]=[CH:24][C:23]([C:2]2[N:7]=[C:6]([C:8]([OH:10])=[O:9])[C:5]([F:11])=[CH:4][CH:3]=2)=[C:22]([F:29])[CH:21]=1)[C:13]1[CH:14]=[CH:15][CH:16]=[CH:17][CH:18]=1, predict the reactants needed to synthesize it. The reactants are: Br[C:2]1[N:7]=[C:6]([C:8]([OH:10])=[O:9])[C:5]([F:11])=[CH:4][CH:3]=1.[CH2:12]([O:19][C:20]1[CH:25]=[CH:24][C:23](B(O)O)=[C:22]([F:29])[CH:21]=1)[C:13]1[CH:18]=[CH:17][CH:16]=[CH:15][CH:14]=1. (2) Given the product [Cl:10][C:11]1[C:12]([C:21]([NH:23][CH:24]([C:25]2[CH:33]=[CH:32][CH:31]=[C:27]([C:28](=[O:29])[N:4]([CH3:5])[CH3:1])[CH:26]=2)[C:34]2([OH:39])[CH2:38][CH2:37][CH2:36][CH2:35]2)=[O:22])=[N:13][CH:14]=[CH:15][C:16]=1[C:17]([F:20])([F:18])[F:19], predict the reactants needed to synthesize it. The reactants are: [CH:1]([N:4](CC)[CH:5](C)C)(C)C.[Cl:10][C:11]1[C:12]([C:21]([NH:23][CH:24]([C:34]2([OH:39])[CH2:38][CH2:37][CH2:36][CH2:35]2)[C:25]2[CH:26]=[C:27]([CH:31]=[CH:32][CH:33]=2)[C:28](O)=[O:29])=[O:22])=[N:13][CH:14]=[CH:15][C:16]=1[C:17]([F:20])([F:19])[F:18].F[P-](F)(F)(F)(F)F.[H+].N1(OC(N(C)C)=[N+](C)C)C2N=CC=CC=2N=N1.CNC.C(=O)([O-])O.[Na+]. (3) Given the product [Cl:1][C:2]1[CH:3]=[C:4]([O:21][C:23]2[CH:28]=[CH:27][CH:26]=[C:25]([S:29]([CH3:32])(=[O:31])=[O:30])[CH:24]=2)[CH:5]=[CH:6][C:7]=1[N:8]1[C:12]2[CH:13]=[CH:14][CH:15]=[C:16]([C:17]([F:19])([F:20])[F:18])[C:11]=2[N:10]=[CH:9]1, predict the reactants needed to synthesize it. The reactants are: [Cl:1][C:2]1[CH:3]=[C:4]([OH:21])[CH:5]=[CH:6][C:7]=1[N:8]1[C:12]2[CH:13]=[CH:14][CH:15]=[C:16]([C:17]([F:20])([F:19])[F:18])[C:11]=2[N:10]=[CH:9]1.F[C:23]1[CH:28]=[CH:27][CH:26]=[C:25]([S:29]([CH3:32])(=[O:31])=[O:30])[CH:24]=1. (4) Given the product [C:1]([O:5][C:6]([N:8]1[CH2:13][CH2:12][N:11]([C:14]2[CH:19]=[CH:18][C:17]([C:20](=[NH:21])[NH:23][OH:24])=[CH:16][C:15]=2[F:22])[CH2:10][CH2:9]1)=[O:7])([CH3:4])([CH3:2])[CH3:3], predict the reactants needed to synthesize it. The reactants are: [C:1]([O:5][C:6]([N:8]1[CH2:13][CH2:12][N:11]([C:14]2[CH:19]=[CH:18][C:17]([C:20]#[N:21])=[CH:16][C:15]=2[F:22])[CH2:10][CH2:9]1)=[O:7])([CH3:4])([CH3:3])[CH3:2].[NH2:23][OH:24].Cl.C([O-])([O-])=O.[Na+].[Na+]. (5) Given the product [CH3:15][S:16]([O:7][CH2:1][CH2:2][CH2:3][CH2:4][C:5]#[CH:6])(=[O:18])=[O:17], predict the reactants needed to synthesize it. The reactants are: [CH2:1]([OH:7])[CH2:2][CH2:3][CH2:4][C:5]#[CH:6].C(N(CC)CC)C.[CH3:15][S:16](Cl)(=[O:18])=[O:17].